Predict the reaction yield, written as a fraction of the theoretical maximum amount of product (1.0 means a 100% yield; for example, 0.34 means a 34% yield). From a dataset of Reaction yield outcomes from USPTO patents with 853,638 reactions. The reactants are [NH2:1][CH:2]1[CH2:7][CH2:6][N:5]([CH2:8][C:9]2[CH:14]=[CH:13][CH:12]=[CH:11][CH:10]=2)[CH2:4][CH2:3]1.C(N(CC)CC)C.[F:22][C:23]([F:34])([F:33])[C:24](O[C:24](=[O:25])[C:23]([F:34])([F:33])[F:22])=[O:25]. The catalyst is ClCCl. The product is [F:22][C:23]([F:34])([F:33])[C:24]([NH:1][CH:2]1[CH2:7][CH2:6][N:5]([CH2:8][C:9]2[CH:14]=[CH:13][CH:12]=[CH:11][CH:10]=2)[CH2:4][CH2:3]1)=[O:25]. The yield is 1.00.